From a dataset of Full USPTO retrosynthesis dataset with 1.9M reactions from patents (1976-2016). Predict the reactants needed to synthesize the given product. (1) Given the product [C:1]1([C:27]2[CH:32]=[CH:31][CH:30]=[CH:29][CH:28]=2)[CH:6]=[CH:5][C:4]([C:7]([N:9]2[CH2:10][CH2:11][N:12]([C:15]3[C:16]4[CH:24]=[C:23]([CH2:25][CH3:26])[S:22][C:17]=4[N:18]=[C:19]([NH:21][C:40]([NH:39][CH2:38][CH2:37][C:36]([O:35][CH2:33][CH3:34])=[O:42])=[O:41])[N:20]=3)[CH2:13][CH2:14]2)=[O:8])=[CH:3][CH:2]=1, predict the reactants needed to synthesize it. The reactants are: [C:1]1([C:27]2[CH:32]=[CH:31][CH:30]=[CH:29][CH:28]=2)[CH:6]=[CH:5][C:4]([C:7]([N:9]2[CH2:14][CH2:13][N:12]([C:15]3[C:16]4[CH:24]=[C:23]([CH2:25][CH3:26])[S:22][C:17]=4[N:18]=[C:19]([NH2:21])[N:20]=3)[CH2:11][CH2:10]2)=[O:8])=[CH:3][CH:2]=1.[CH2:33]([O:35][C:36](=[O:42])[CH2:37][CH2:38][N:39]=[C:40]=[O:41])[CH3:34]. (2) Given the product [C:1]([C:5]1[CH:6]=[C:7]([CH:16]([OH:19])[C:17]#[C:18][C:21]2[CH:30]=[CH:29][C:24]([C:25]([O:27][CH3:28])=[O:26])=[C:23]([OH:31])[CH:22]=2)[CH:8]=[CH:9][C:10]=1[N:11]([CH2:12][CH3:13])[CH2:14][CH3:15])([CH3:3])([CH3:2])[CH3:4], predict the reactants needed to synthesize it. The reactants are: [C:1]([C:5]1[CH:6]=[C:7]([CH:16]([OH:19])[C:17]#[CH:18])[CH:8]=[CH:9][C:10]=1[N:11]([CH2:14][CH3:15])[CH2:12][CH3:13])([CH3:4])([CH3:3])[CH3:2].I[C:21]1[CH:22]=[C:23]([OH:31])[C:24](=[CH:29][CH:30]=1)[C:25]([O:27][CH3:28])=[O:26].